From a dataset of Reaction yield outcomes from USPTO patents with 853,638 reactions. Predict the reaction yield, written as a fraction of the theoretical maximum amount of product (1.0 means a 100% yield; for example, 0.34 means a 34% yield). (1) The reactants are [CH2:1]([O:8][C:9]1[CH:17]=[CH:16][CH:15]=[CH:14][C:10]=1[C:11]([OH:13])=O)[C:2]1[CH:7]=[CH:6][CH:5]=[CH:4][CH:3]=1.C(Cl)(=O)C(Cl)=O.[Cl:24][C:25]1[C:30]([NH2:31])=[CH:29][CH:28]=[C:27]([C:32]([F:35])([F:34])[F:33])[N:26]=1.C(N(CC)CC)C. The catalyst is C1COCC1.CN(C=O)C.C1(C)C=CC=CC=1. The product is [CH2:1]([O:8][C:9]1[CH:17]=[CH:16][CH:15]=[CH:14][C:10]=1[C:11]([NH:31][C:30]1[C:25]([Cl:24])=[N:26][C:27]([C:32]([F:34])([F:33])[F:35])=[CH:28][CH:29]=1)=[O:13])[C:2]1[CH:3]=[CH:4][CH:5]=[CH:6][CH:7]=1. The yield is 0.730. (2) The reactants are [CH:1]1([CH2:6][CH:7]([C:11]2[CH:16]=[CH:15][C:14]([Cl:17])=[C:13]([Cl:18])[CH:12]=2)[C:8]([OH:10])=O)[CH2:5][CH2:4][CH2:3][CH2:2]1.C(Cl)(=O)C(Cl)=O.[NH2:25][C:26]1[S:27][C:28]2[CH:34]=[CH:33][CH:32]=[CH:31][C:29]=2[N:30]=1.C(N(CC)C(C)C)(C)C. The catalyst is C(Cl)Cl.CN(C)C=O.O. The product is [S:27]1[C:28]2[CH:34]=[CH:33][CH:32]=[CH:31][C:29]=2[N:30]=[C:26]1[NH:25][C:8](=[O:10])[CH:7]([C:11]1[CH:16]=[CH:15][C:14]([Cl:17])=[C:13]([Cl:18])[CH:12]=1)[CH2:6][CH:1]1[CH2:2][CH2:3][CH2:4][CH2:5]1. The yield is 0.420. (3) The reactants are Br[C:2]1[CH:7]=[CH:6][CH:5]=[CH:4][N:3]=1.[F:8][C:9]1[CH:49]=[N:48][C:12]2[N:13]([C:33]3[CH:38]=[CH:37][CH:36]=[C:35](B4OC(C)(C)C(C)(C)O4)[CH:34]=3)[C:14](=[O:32])[N:15]([C@@H:18]3[CH2:23][CH2:22][C@H:21]([NH:24][C:25](=[O:31])[O:26][C:27]([CH3:30])([CH3:29])[CH3:28])[CH2:20][CH2:19]3)[C:16](=[O:17])[C:11]=2[CH:10]=1. No catalyst specified. The product is [F:8][C:9]1[CH:49]=[N:48][C:12]2[N:13]([C:33]3[CH:34]=[CH:35][CH:36]=[C:37]([C:2]4[CH:7]=[CH:6][CH:5]=[CH:4][N:3]=4)[CH:38]=3)[C:14](=[O:32])[N:15]([C@@H:18]3[CH2:19][CH2:20][C@H:21]([NH:24][C:25](=[O:31])[O:26][C:27]([CH3:30])([CH3:29])[CH3:28])[CH2:22][CH2:23]3)[C:16](=[O:17])[C:11]=2[CH:10]=1. The yield is 0.440. (4) The reactants are Cl[C:2]1[C:11]2[C:6](=[CH:7][C:8]([O:14][CH3:15])=[C:9]([O:12][CH3:13])[CH:10]=2)[N:5]=[CH:4][N:3]=1.[C:16]([NH:23][CH:24]1[CH2:29][CH2:28][NH:27][CH2:26][CH2:25]1)([O:18][C:19]([CH3:22])([CH3:21])[CH3:20])=[O:17].CCN(C(C)C)C(C)C. The catalyst is CC(O)C. The product is [C:19]([O:18][C:16](=[O:17])[NH:23][CH:24]1[CH2:29][CH2:28][N:27]([C:2]2[C:11]3[C:6](=[CH:7][C:8]([O:14][CH3:15])=[C:9]([O:12][CH3:13])[CH:10]=3)[N:5]=[CH:4][N:3]=2)[CH2:26][CH2:25]1)([CH3:22])([CH3:20])[CH3:21]. The yield is 0.780. (5) The reactants are C([O:3][C:4]([C:6]1[C:10]([CH3:11])=[C:9]([CH:12]=[O:13])[NH:8][C:7]=1[CH3:14])=[O:5])C.[OH-].[K+].O. The catalyst is CO. The product is [CH:12]([C:9]1[NH:8][C:7]([CH3:14])=[C:6]([C:4]([OH:5])=[O:3])[C:10]=1[CH3:11])=[O:13]. The yield is 0.935. (6) The reactants are [CH3:1][O:2][C:3]1[CH:8]=[CH:7][C:6]([C@H:9]([NH:11][C@H:12]2[C:21]3[N:20]=[CH:19][CH:18]=[CH:17][C:16]=3[CH2:15][CH2:14][CH2:13]2)[CH3:10])=[CH:5][CH:4]=1.C(N(CC)C(C)C)(C)C.Cl[CH2:32][C:33]1[N:34]=[C:35]2[CH:40]=[CH:39][CH:38]=[C:37]([F:41])[N:36]2[CH:42]=1.[I-].[K+]. The catalyst is C(#N)C.C(OCC)(=O)C. The product is [F:41][C:37]1[N:36]2[CH:42]=[C:33]([CH2:32][N:11]([C@@H:9]([C:6]3[CH:5]=[CH:4][C:3]([O:2][CH3:1])=[CH:8][CH:7]=3)[CH3:10])[C@H:12]3[C:21]4[N:20]=[CH:19][CH:18]=[CH:17][C:16]=4[CH2:15][CH2:14][CH2:13]3)[N:34]=[C:35]2[CH:40]=[CH:39][CH:38]=1. The yield is 0.600. (7) The reactants are [N+:1]([C:4]1[CH:9]=[CH:8][C:7]([NH:10][CH:11]2[CH2:16][CH2:15][CH:14]([O:17][CH2:18][C:19](O)=[O:20])[CH2:13][CH2:12]2)=[CH:6][C:5]=1[C:22]([F:25])([F:24])[F:23])([O-:3])=[O:2].C1N=C[N:28](C(N2C=NC=C2)=O)C=1.N. The catalyst is O1CCCC1.O. The product is [N+:1]([C:4]1[CH:9]=[CH:8][C:7]([NH:10][CH:11]2[CH2:12][CH2:13][CH:14]([O:17][CH2:18][C:19]([NH2:28])=[O:20])[CH2:15][CH2:16]2)=[CH:6][C:5]=1[C:22]([F:23])([F:24])[F:25])([O-:3])=[O:2]. The yield is 0.740. (8) The catalyst is CCOC(C)=O.O. The yield is 0.430. The reactants are [C:1]([NH:8][C@H:9]1[CH2:14][C@@H:13]([C:15]([F:18])([F:17])[F:16])[CH2:12][NH:11][CH2:10]1)([O:3][C:4]([CH3:7])([CH3:6])[CH3:5])=[O:2].C(=O)(O)[O-].[Na+].C1COCC1.Cl[C:30]([O:32][CH2:33][C:34]1[CH:39]=[CH:38][CH:37]=[CH:36][CH:35]=1)=[O:31]. The product is [C:4]([O:3][C:1]([NH:8][C@H:9]1[CH2:14][C@@H:13]([C:15]([F:17])([F:16])[F:18])[CH2:12][N:11]([C:30]([O:32][CH2:33][C:34]2[CH:39]=[CH:38][CH:37]=[CH:36][CH:35]=2)=[O:31])[CH2:10]1)=[O:2])([CH3:7])([CH3:6])[CH3:5].